From a dataset of Peptide-MHC class II binding affinity with 134,281 pairs from IEDB. Regression. Given a peptide amino acid sequence and an MHC pseudo amino acid sequence, predict their binding affinity value. This is MHC class II binding data. (1) The peptide sequence is GFLNEDHWASRENSG. The MHC is DRB1_0801 with pseudo-sequence DRB1_0801. The binding affinity (normalized) is 0.280. (2) The peptide sequence is AAMGLRISSSFSFGG. The MHC is DRB1_0301 with pseudo-sequence DRB1_0301. The binding affinity (normalized) is 0.561. (3) The binding affinity (normalized) is 0.819. The MHC is HLA-DQA10102-DQB10602 with pseudo-sequence HLA-DQA10102-DQB10602. The peptide sequence is INEPIAAAIAYGLDR. (4) The peptide sequence is RTLNKIVYIKPAKNI. The MHC is DRB1_1302 with pseudo-sequence DRB1_1302. The binding affinity (normalized) is 1.00. (5) The peptide sequence is KKLIPSWASVKEDLV. The MHC is DRB3_0101 with pseudo-sequence DRB3_0101. The binding affinity (normalized) is 0.314.